This data is from Peptide-MHC class I binding affinity with 185,985 pairs from IEDB/IMGT. The task is: Regression. Given a peptide amino acid sequence and an MHC pseudo amino acid sequence, predict their binding affinity value. This is MHC class I binding data. (1) The peptide sequence is EGQKYNQGQY. The MHC is Mamu-B01 with pseudo-sequence Mamu-B01. The binding affinity (normalized) is 0. (2) The peptide sequence is KTLSPAHLI. The MHC is HLA-A68:02 with pseudo-sequence HLA-A68:02. The binding affinity (normalized) is 0.182. (3) The peptide sequence is GVAVGRKNW. The MHC is HLA-B58:01 with pseudo-sequence HLA-B58:01. The binding affinity (normalized) is 0.360. (4) The peptide sequence is QWRGWYTY. The MHC is Mamu-B08 with pseudo-sequence Mamu-B08. The binding affinity (normalized) is 0.